This data is from Forward reaction prediction with 1.9M reactions from USPTO patents (1976-2016). The task is: Predict the product of the given reaction. (1) Given the reactants [Cl:1][C:2]1[CH:7]=[CH:6][CH:5]=[CH:4][C:3]=1[CH2:8][N:9]1[C:13]2[N:14]=[C:15]([CH:19]3[CH2:22][CH2:21][CH2:20]3)[NH:16][C:17](=O)[C:12]=2[N:11]=[N:10]1.O=P(Cl)(Cl)Cl.C(N(CC)C1C=CC=CC=1)C.Cl.[F:40][C:41]1([F:46])[CH2:45][CH2:44][NH:43][CH2:42]1.CCN(C(C)C)C(C)C, predict the reaction product. The product is: [Cl:1][C:2]1[CH:7]=[CH:6][CH:5]=[CH:4][C:3]=1[CH2:8][N:9]1[C:13]2[N:14]=[C:15]([CH:19]3[CH2:22][CH2:21][CH2:20]3)[N:16]=[C:17]([N:43]3[CH2:44][CH2:45][C:41]([F:46])([F:40])[CH2:42]3)[C:12]=2[N:11]=[N:10]1. (2) Given the reactants [N:1]([CH2:4][CH:5]1[CH2:9][CH2:8][CH2:7][N:6]1[CH2:10][C:11]1[CH:16]=[CH:15][CH:14]=[CH:13][CH:12]=1)=[N+]=[N-], predict the reaction product. The product is: [NH2:1][CH2:4][CH:5]1[CH2:9][CH2:8][CH2:7][N:6]1[CH2:10][C:11]1[CH:16]=[CH:15][CH:14]=[CH:13][CH:12]=1. (3) Given the reactants [OH:1][CH:2]([C:4]1[C:13]2[C:8](=[CH:9][C:10]([O:14][CH3:15])=[CH:11][CH:12]=2)[O:7][C:6](=[O:16])[CH:5]=1)[CH3:3].[Cr](Cl)([O-])(=O)=O.[NH+]1C=CC=CC=1, predict the reaction product. The product is: [C:2]([C:4]1[C:13]2[C:8](=[CH:9][C:10]([O:14][CH3:15])=[CH:11][CH:12]=2)[O:7][C:6](=[O:16])[CH:5]=1)(=[O:1])[CH3:3].